Regression. Given two drug SMILES strings and cell line genomic features, predict the synergy score measuring deviation from expected non-interaction effect. From a dataset of NCI-60 drug combinations with 297,098 pairs across 59 cell lines. (1) Drug 1: COC1=C(C=C2C(=C1)N=CN=C2NC3=CC(=C(C=C3)F)Cl)OCCCN4CCOCC4. Drug 2: C#CCC(CC1=CN=C2C(=N1)C(=NC(=N2)N)N)C3=CC=C(C=C3)C(=O)NC(CCC(=O)O)C(=O)O. Cell line: MDA-MB-435. Synergy scores: CSS=13.1, Synergy_ZIP=-5.03, Synergy_Bliss=-1.18, Synergy_Loewe=-1.28, Synergy_HSA=0.518. (2) Drug 1: CNC(=O)C1=CC=CC=C1SC2=CC3=C(C=C2)C(=NN3)C=CC4=CC=CC=N4. Drug 2: CN(CC1=CN=C2C(=N1)C(=NC(=N2)N)N)C3=CC=C(C=C3)C(=O)NC(CCC(=O)O)C(=O)O. Cell line: NCI-H226. Synergy scores: CSS=7.50, Synergy_ZIP=-1.39, Synergy_Bliss=0.342, Synergy_Loewe=-3.63, Synergy_HSA=-1.20.